This data is from Catalyst prediction with 721,799 reactions and 888 catalyst types from USPTO. The task is: Predict which catalyst facilitates the given reaction. (1) Reactant: [Cl:1][C:2]1[CH:3]=[CH:4][C:5]2[NH:11][C:10](=O)[C@@H:9]([CH2:13][C:14]([O:16][CH2:17][CH:18]=[CH2:19])=[O:15])[O:8][C@H:7]([C:20]3[CH:25]=[CH:24][CH:23]=[C:22]([O:26][CH3:27])[C:21]=3[Cl:28])[C:6]=2[CH:29]=1.C(=O)([O-])O.[Na+].P12(SP3(SP(SP(S3)(S1)=S)(=S)S2)=S)=[S:36]. Product: [Cl:1][C:2]1[CH:3]=[CH:4][C:5]2[NH:11][C:10](=[S:36])[C@@H:9]([CH2:13][C:14]([O:16][CH2:17][CH:18]=[CH2:19])=[O:15])[O:8][C@H:7]([C:20]3[CH:25]=[CH:24][CH:23]=[C:22]([O:26][CH3:27])[C:21]=3[Cl:28])[C:6]=2[CH:29]=1. The catalyst class is: 54. (2) Reactant: C([CH:5]1[C@H:9]([O:10][CH3:11])[CH2:8][CH2:7][N:6]1[C:12]([O-])=O)(C)(C)C.CCOCC.[N+:20]([C:23]1[CH:30]=[CH:29][C:26](CBr)=[CH:25][CH:24]=1)([O-:22])=[O:21]. The catalyst class is: 33. Product: [CH3:11][O:10][CH:9]1[CH2:8][CH2:7][N:6]([CH2:12][C:26]2[CH:29]=[CH:30][C:23]([N+:20]([O-:22])=[O:21])=[CH:24][CH:25]=2)[CH2:5]1. (3) The catalyst class is: 75. Reactant: Br[C:2]1[S:6][C:5]([S:7]([NH:10][CH3:11])(=[O:9])=[O:8])=[CH:4][CH:3]=1.[CH3:12][C:13]1([CH3:29])[C:17]([CH3:19])([CH3:18])[O:16][B:15]([B:15]2[O:16][C:17]([CH3:19])([CH3:18])[C:13]([CH3:29])([CH3:12])[O:14]2)[O:14]1.CC(O[K])=O. Product: [CH3:11][NH:10][S:7]([C:5]1[S:6][C:2]([B:15]2[O:16][C:17]([CH3:19])([CH3:18])[C:13]([CH3:29])([CH3:12])[O:14]2)=[CH:3][CH:4]=1)(=[O:9])=[O:8]. (4) Reactant: [C:12]([O:11][C:9](O[C:9]([O:11][C:12]([CH3:15])([CH3:14])[CH3:13])=[O:10])=[O:10])([CH3:15])([CH3:14])[CH3:13].[N+:16]([C:19]1[CH:30]=[CH:29][C:22]2[NH:23][C:24](C(O)=O)=[N:25][C:21]=2[CH:20]=1)([O-:18])=[O:17]. Product: [N+:16]([C:19]1[CH:30]=[CH:29][C:22]2[NH:23][C:24]([C:9]([O:11][C:12]([CH3:13])([CH3:14])[CH3:15])=[O:10])=[N:25][C:21]=2[CH:20]=1)([O-:18])=[O:17]. The catalyst class is: 4. (5) Reactant: [CH3:1][C:2]1[N:7]=[C:6]([SH:8])[N:5]=[C:4]([OH:9])[CH:3]=1.C(N(CC)CC)C.Br[CH2:18][C:19]1[CH:20]=[N:21][CH:22]=[N:23][CH:24]=1. The catalyst class is: 8. Product: [CH3:1][C:2]1[N:7]=[C:6]([S:8][CH2:18][C:19]2[CH:20]=[N:21][CH:22]=[N:23][CH:24]=2)[N:5]=[C:4]([OH:9])[CH:3]=1.